This data is from Forward reaction prediction with 1.9M reactions from USPTO patents (1976-2016). The task is: Predict the product of the given reaction. (1) Given the reactants ClC1C(OC2CCC(F)(F)CC2)=CC(F)=C(C=1)C(OC)=O.[CH:22]1([C:25]2[C:26]([O:36][CH:37]3[CH2:44][CH2:43][C:40]4([CH2:42][CH2:41]4)[CH2:39][CH2:38]3)=[CH:27][C:28]([F:35])=[C:29]([CH:34]=2)[C:30]([O:32]C)=[O:31])[CH2:24][CH2:23]1, predict the reaction product. The product is: [CH:22]1([C:25]2[C:26]([O:36][CH:37]3[CH2:44][CH2:43][C:40]4([CH2:41][CH2:42]4)[CH2:39][CH2:38]3)=[CH:27][C:28]([F:35])=[C:29]([CH:34]=2)[C:30]([OH:32])=[O:31])[CH2:24][CH2:23]1. (2) Given the reactants [CH3:1][O:2][C:3]1[CH:4]=[C:5]2[C:10](=[CH:11][C:12]=1[O:13][CH3:14])[N:9]=[CH:8][CH:7]=[C:6]2[O:15][C:16]1[C:22]([CH3:23])=[CH:21][C:19]([NH2:20])=[C:18]([CH3:24])[CH:17]=1.ClC(Cl)(O[C:29](=[O:35])[O:30][C:31](Cl)(Cl)Cl)Cl.[CH3:37][O:38][C:39]1[CH:44]=[CH:43][CH:42]=[CH:41][C:40]=1CO.C(=O)(O)[O-].[Na+], predict the reaction product. The product is: [CH3:1][O:2][C:3]1[CH:4]=[C:5]2[C:10](=[CH:11][C:12]=1[O:13][CH3:14])[N:9]=[CH:8][CH:7]=[C:6]2[O:15][C:16]1[C:22]([CH3:23])=[CH:21][C:19]([NH:20][C:29](=[O:35])[O:30][CH2:31][C:40]2[CH:41]=[CH:42][CH:43]=[CH:44][C:39]=2[O:38][CH3:37])=[C:18]([CH3:24])[CH:17]=1. (3) Given the reactants [Cl:1][C:2]1[C:11]2[C:10](=[O:12])[NH:9][C@H:8]3[CH2:13][N:14](C(OC(C)(C)C)=O)[CH2:15][C@@H:7]3[C:6]=2[CH:5]=[C:4]([CH3:23])[CH:3]=1.ClC1C=C(C)C=CC=1C(N(CC)CC)=O, predict the reaction product. The product is: [ClH:1].[Cl:1][C:2]1[C:11]2[C:10](=[O:12])[NH:9][C@H:8]3[CH2:13][NH:14][CH2:15][C@@H:7]3[C:6]=2[CH:5]=[C:4]([CH3:23])[CH:3]=1. (4) Given the reactants C1C(=O)N([Br:8])C(=O)C1.[F:9][CH:10]([F:26])[C:11]1[O:15][C:14]([C:16]2[N:17]=[C:18]([NH2:25])[C:19]3[CH:24]=[CH:23][S:22][C:20]=3[N:21]=2)=[CH:13][CH:12]=1, predict the reaction product. The product is: [Br:8][C:23]1[S:22][C:20]2[N:21]=[C:16]([C:14]3[O:15][C:11]([CH:10]([F:9])[F:26])=[CH:12][CH:13]=3)[N:17]=[C:18]([NH2:25])[C:19]=2[CH:24]=1. (5) Given the reactants [O:1]=[S:2]1(=[O:20])[C:6]2[CH:7]=[C:8]([NH:11][C:12](=[O:19])OCC(Cl)(Cl)Cl)[CH:9]=[CH:10][C:5]=2[CH:4]=[CH:3]1.[C:21]1([C:27]2[N:31]=[C:30]([N:32]3[CH2:37][CH2:36][NH:35][CH2:34][CH2:33]3)[S:29][N:28]=2)[CH:26]=[CH:25][CH:24]=[CH:23][CH:22]=1.C(N(C(C)C)CC)(C)C.O, predict the reaction product. The product is: [O:20]=[S:2]1(=[O:1])[C:6]2[CH:7]=[C:8]([NH:11][C:12]([N:35]3[CH2:36][CH2:37][N:32]([C:30]4[S:29][N:28]=[C:27]([C:21]5[CH:26]=[CH:25][CH:24]=[CH:23][CH:22]=5)[N:31]=4)[CH2:33][CH2:34]3)=[O:19])[CH:9]=[CH:10][C:5]=2[CH:4]=[CH:3]1.